Task: Predict which catalyst facilitates the given reaction.. Dataset: Catalyst prediction with 721,799 reactions and 888 catalyst types from USPTO (1) Reactant: [CH:1]1([C:6]2[CH:29]=[CH:28][C:9]([CH2:10][O:11][C:12]3[CH:20]=[CH:19][C:18]4[N:17]5[CH2:21][CH2:22][CH:23]([CH2:24][C:25]([OH:27])=[O:26])[C:16]5=[CH:15][C:14]=4[CH:13]=3)=[CH:8][C:7]=2[C:30]([F:33])([F:32])[F:31])[CH2:5][CH2:4][CH2:3][CH2:2]1.C1C(=O)N([Cl:41])C(=O)C1. Product: [Cl:41][C:15]1[C:14]2[CH:13]=[C:12]([O:11][CH2:10][C:9]3[CH:28]=[CH:29][C:6]([CH:1]4[CH2:5][CH2:4][CH2:3][CH2:2]4)=[C:7]([C:30]([F:33])([F:31])[F:32])[CH:8]=3)[CH:20]=[CH:19][C:18]=2[N:17]2[CH2:21][CH2:22][CH:23]([CH2:24][C:25]([OH:27])=[O:26])[C:16]=12. The catalyst class is: 2. (2) Reactant: [NH2:1][C@@H:2]1[C:16](=[O:17])[N:15]2[CH2:18][C@H:19]([O:21][C:22]3[C:23]4[CH:36]=[CH:35][S:34][C:24]=4[N:25]=[C:26]([C:28]4[CH:33]=[CH:32][CH:31]=[CH:30][N:29]=4)[N:27]=3)[CH2:20][C@H:14]2[C:13](=[O:37])[NH:12][C@:11]2([C:39]([O:41][CH3:42])=[O:40])[CH2:38][C@H:10]2[CH:9]=[CH:8][CH2:7][CH2:6][CH2:5][CH2:4][CH2:3]1.C(N(CC)CC)C.[C:50](=O)([O:56]C1C=CC([N+]([O-])=O)=CC=1)[O:51][CH:52]1[CH2:55][CH2:54][CH2:53]1.C(=O)(O)[O-].[Na+]. Product: [CH:52]1([O:51][C:50]([NH:1][C@@H:2]2[C:16](=[O:17])[N:15]3[CH2:18][C@H:19]([O:21][C:22]4[C:23]5[CH:36]=[CH:35][S:34][C:24]=5[N:25]=[C:26]([C:28]5[CH:33]=[CH:32][CH:31]=[CH:30][N:29]=5)[N:27]=4)[CH2:20][C@H:14]3[C:13](=[O:37])[NH:12][C@:11]3([C:39]([O:41][CH3:42])=[O:40])[CH2:38][C@H:10]3[CH:9]=[CH:8][CH2:7][CH2:6][CH2:5][CH2:4][CH2:3]2)=[O:56])[CH2:55][CH2:54][CH2:53]1. The catalyst class is: 44. (3) Reactant: [NH2:1][CH2:2][C@H:3]([NH:8][C:9]([O:11][C:12]([CH3:15])([CH3:14])[CH3:13])=[O:10])[C:4]([O:6][CH3:7])=[O:5].[C:16]([N:24]=[C:25]=[S:26])(=[O:23])[C:17]1[CH:22]=[CH:21][CH:20]=[CH:19][CH:18]=1. Product: [C:16]([NH:24][C:25](=[S:26])[NH:1][CH2:2][C@H:3]([NH:8][C:9]([O:11][C:12]([CH3:15])([CH3:14])[CH3:13])=[O:10])[C:4]([O:6][CH3:7])=[O:5])(=[O:23])[C:17]1[CH:22]=[CH:21][CH:20]=[CH:19][CH:18]=1. The catalyst class is: 4. (4) Reactant: C([Si](C)(C)[O:6][C:7]1[C:8]2[CH:9]=[CH:10][CH:11]=[N:12][C:13]=2[CH2:14][CH2:15][CH:16]=1)(C)(C)C.[Br-:19].[Br-].[Br-].[NH+]1C=CC=CC=1.[NH+]1C=CC=CC=1.[NH+]1C=CC=CC=1. Product: [Br:19][CH:16]1[CH2:15][CH2:14][C:13]2[N:12]=[CH:11][CH:10]=[CH:9][C:8]=2[C:7]1=[O:6]. The catalyst class is: 15. (5) Reactant: C[O-].[Na+].[P:4]([O-:10])([O:8][CH3:9])([O:6][CH3:7])=O.[CH3:11][O:12][C:13]1[CH:14]=[C:15]([CH:18]=[C:19]([O:23][CH3:24])[C:20]=1[O:21][CH3:22])[CH:16]=[O:17].FC(F)(F)C(O)=O. Product: [CH3:9][O:8][P:4]([CH:16]([OH:17])[C:15]1[CH:14]=[C:13]([O:12][CH3:11])[C:20]([O:21][CH3:22])=[C:19]([O:23][CH3:24])[CH:18]=1)(=[O:10])[O:6][CH3:7]. The catalyst class is: 5. (6) Reactant: [CH3:1][O:2][C:3](=[O:13])[C:4]1[C:9]([Cl:10])=[CH:8][C:7](N)=[CH:6][C:5]=1[Cl:12].N([O-])=O.[Na+].[H+].[B-](F)(F)(F)[F:20]. Product: [CH3:1][O:2][C:3](=[O:13])[C:4]1[C:9]([Cl:10])=[CH:8][C:7]([F:20])=[CH:6][C:5]=1[Cl:12]. The catalyst class is: 33. (7) Reactant: [NH2:1][C:2]1[N:7]=[C:6]([N:8]2[C:16]3[C:11](=[CH:12][CH:13]=[C:14]([C:17]#[C:18][C:19]([OH:27])([C:21]4[N:26]=[CH:25][CH:24]=[CH:23][N:22]=4)[CH3:20])[CH:15]=3)[C:10]([C:28]([OH:30])=O)=[N:9]2)[CH:5]=[CH:4][N:3]=1.CN(C(ON1N=NC2C=CC=NC1=2)=[N+](C)C)C.F[P-](F)(F)(F)(F)F.C(O)(=O)C(O)=O.[CH2:61]1[C:64]2([CH2:67][NH:66][CH2:65]2)[CH2:63][O:62]1.C(N(CC)CC)C. Product: [NH2:1][C:2]1[N:7]=[C:6]([N:8]2[C:16]3[C:11](=[CH:12][CH:13]=[C:14]([C:17]#[C:18][C:19]([C:21]4[N:26]=[CH:25][CH:24]=[CH:23][N:22]=4)([OH:27])[CH3:20])[CH:15]=3)[C:10]([C:28]([N:66]3[CH2:67][C:64]4([CH2:61][O:62][CH2:63]4)[CH2:65]3)=[O:30])=[N:9]2)[CH:5]=[CH:4][N:3]=1. The catalyst class is: 18. (8) Reactant: [Cl:1][C:2]1[CH:3]=[C:4]([C:9]([C:12]2[N:16]([C:17]3[CH:22]=[CH:21][C:20]([F:23])=[CH:19][CH:18]=3)[CH:15]=[N:14][CH:13]=2)([CH3:11])[CH3:10])[CH:5]=[CH:6][C:7]=1[Cl:8].C1C[O:27][CH2:26]C1.[Li]CCCC. Product: [Cl:1][C:2]1[CH:3]=[C:4]([C:9]([C:12]2[N:16]([C:17]3[CH:18]=[CH:19][C:20]([F:23])=[CH:21][CH:22]=3)[C:15]([CH:26]=[O:27])=[N:14][CH:13]=2)([CH3:11])[CH3:10])[CH:5]=[CH:6][C:7]=1[Cl:8]. The catalyst class is: 3. (9) Reactant: [C:1]([O:5][C:6](=[O:18])[NH:7][CH:8]1[CH2:17][C:16]2[C:11](=[CH:12][CH:13]=[CH:14][CH:15]=2)[NH:10][CH2:9]1)([CH3:4])([CH3:3])[CH3:2].[Br-:19].[Br-].[Br-].[NH+]1C=CC=CC=1.[NH+]1C=CC=CC=1.[NH+]1C=CC=CC=1.O. Product: [C:1]([O:5][C:6](=[O:18])[NH:7][CH:8]1[CH2:17][C:16]2[C:11](=[CH:12][CH:13]=[C:14]([Br:19])[CH:15]=2)[NH:10][CH2:9]1)([CH3:4])([CH3:2])[CH3:3]. The catalyst class is: 1. (10) Reactant: [C:1]([CH:3]1[CH2:8][CH2:7][CH2:6][CH2:5][N:4]1[C:9]([O:11][C:12]([CH3:15])([CH3:14])[CH3:13])=[O:10])#[N:2].[N-:16]=[N+:17]=[N-:18].[Na+].[Cl-].[NH4+]. Product: [N:2]1[NH:16][N:17]=[N:18][C:1]=1[CH:3]1[CH2:8][CH2:7][CH2:6][CH2:5][N:4]1[C:9]([O:11][C:12]([CH3:15])([CH3:14])[CH3:13])=[O:10]. The catalyst class is: 3.